From a dataset of NCI-60 drug combinations with 297,098 pairs across 59 cell lines. Regression. Given two drug SMILES strings and cell line genomic features, predict the synergy score measuring deviation from expected non-interaction effect. (1) Drug 1: C1=CC(=CC=C1CCCC(=O)O)N(CCCl)CCCl. Drug 2: C1CN1P(=S)(N2CC2)N3CC3. Cell line: UO-31. Synergy scores: CSS=4.31, Synergy_ZIP=-4.95, Synergy_Bliss=-2.66, Synergy_Loewe=-2.18, Synergy_HSA=-1.38. (2) Drug 1: C1=C(C(=O)NC(=O)N1)F. Drug 2: C1CC(C1)(C2=CC=C(C=C2)C3=C(C=C4C(=N3)C=CN5C4=NNC5=O)C6=CC=CC=C6)N. Cell line: T-47D. Synergy scores: CSS=36.8, Synergy_ZIP=-6.32, Synergy_Bliss=-5.73, Synergy_Loewe=2.63, Synergy_HSA=4.32. (3) Drug 1: CC(C)CN1C=NC2=C1C3=CC=CC=C3N=C2N. Drug 2: CC1CCCC2(C(O2)CC(NC(=O)CC(C(C(=O)C(C1O)C)(C)C)O)C(=CC3=CSC(=N3)C)C)C. Cell line: T-47D. Synergy scores: CSS=53.1, Synergy_ZIP=7.03, Synergy_Bliss=7.02, Synergy_Loewe=-3.80, Synergy_HSA=7.55. (4) Drug 1: CNC(=O)C1=CC=CC=C1SC2=CC3=C(C=C2)C(=NN3)C=CC4=CC=CC=N4. Drug 2: CN(C(=O)NC(C=O)C(C(C(CO)O)O)O)N=O. Cell line: LOX IMVI. Synergy scores: CSS=12.1, Synergy_ZIP=-1.83, Synergy_Bliss=2.83, Synergy_Loewe=5.34, Synergy_HSA=5.36. (5) Drug 1: CN1CCC(CC1)COC2=C(C=C3C(=C2)N=CN=C3NC4=C(C=C(C=C4)Br)F)OC. Drug 2: C1=CN(C=N1)CC(O)(P(=O)(O)O)P(=O)(O)O. Cell line: K-562. Synergy scores: CSS=32.2, Synergy_ZIP=-10.4, Synergy_Bliss=-5.95, Synergy_Loewe=-23.5, Synergy_HSA=-6.71. (6) Drug 1: CCC1(CC2CC(C3=C(CCN(C2)C1)C4=CC=CC=C4N3)(C5=C(C=C6C(=C5)C78CCN9C7C(C=CC9)(C(C(C8N6C=O)(C(=O)OC)O)OC(=O)C)CC)OC)C(=O)OC)O.OS(=O)(=O)O. Drug 2: CC1C(C(CC(O1)OC2CC(CC3=C2C(=C4C(=C3O)C(=O)C5=CC=CC=C5C4=O)O)(C(=O)C)O)N)O. Cell line: NCIH23. Synergy scores: CSS=37.7, Synergy_ZIP=2.18, Synergy_Bliss=4.18, Synergy_Loewe=2.93, Synergy_HSA=4.47. (7) Drug 1: C1=NC(=NC(=O)N1C2C(C(C(O2)CO)O)O)N. Drug 2: C1=CC=C(C(=C1)C(C2=CC=C(C=C2)Cl)C(Cl)Cl)Cl. Cell line: SW-620. Synergy scores: CSS=9.54, Synergy_ZIP=-1.26, Synergy_Bliss=5.11, Synergy_Loewe=7.55, Synergy_HSA=4.78.